From a dataset of Reaction yield outcomes from USPTO patents with 853,638 reactions. Predict the reaction yield, written as a fraction of the theoretical maximum amount of product (1.0 means a 100% yield; for example, 0.34 means a 34% yield). (1) The reactants are [F:1][C:2]1[C:3]([Sn](CCCC)(CCCC)CCCC)=[N:4][CH:5]=[CH:6][CH:7]=1.Br[C:22]1[C:23]([C:29]([O:31][CH3:32])=[O:30])=[N:24][CH:25]=[C:26]([CH3:28])[CH:27]=1.[Cl-].[Li+]. The catalyst is C1(C)C=CC=CC=1.C1C=CC([P]([Pd]([P](C2C=CC=CC=2)(C2C=CC=CC=2)C2C=CC=CC=2)([P](C2C=CC=CC=2)(C2C=CC=CC=2)C2C=CC=CC=2)[P](C2C=CC=CC=2)(C2C=CC=CC=2)C2C=CC=CC=2)(C2C=CC=CC=2)C2C=CC=CC=2)=CC=1.[Cu]I. The product is [F:1][C:2]1[C:3]([C:22]2[C:23]([C:29]([O:31][CH3:32])=[O:30])=[N:24][CH:25]=[C:26]([CH3:28])[CH:27]=2)=[N:4][CH:5]=[CH:6][CH:7]=1. The yield is 0.790. (2) The reactants are [Cl:1][C:2]1[CH:10]=[C:9]([N+:11]([O-:13])=[O:12])[C:8]([O:14][CH3:15])=[CH:7][C:3]=1[C:4]([OH:6])=[O:5].S(=O)(=O)(O)O.[CH3:21]O. No catalyst specified. The product is [Cl:1][C:2]1[CH:10]=[C:9]([N+:11]([O-:13])=[O:12])[C:8]([O:14][CH3:15])=[CH:7][C:3]=1[C:4]([O:6][CH3:21])=[O:5]. The yield is 0.710. (3) The reactants are [NH:1]1[CH:5]=[CH:4][C:3]([C:6]2[NH:7][C:8]3[CH:9]=[CH:10][CH:11]=[C:12]([C:15]([O:17]CC)=[O:16])[C:13]=3[CH:14]=2)=[N:2]1.[OH-].[Na+]. The catalyst is CCO. The product is [NH:1]1[CH:5]=[CH:4][C:3]([C:6]2[NH:7][C:8]3[CH:9]=[CH:10][CH:11]=[C:12]([C:15]([OH:17])=[O:16])[C:13]=3[CH:14]=2)=[N:2]1. The yield is 0.770. (4) The reactants are [F:1][C:2]1[CH:27]=[CH:26][C:5]([O:6][CH2:7][C:8]2[N:9]=[C:10]3[S:17][C:16]([CH3:18])=[C:15]([CH2:19][CH2:20][C:21](OCC)=[O:22])[N:11]3[C:12](=[O:14])[CH:13]=2)=[CH:4][CH:3]=1.[BH4-].[Li+]. The catalyst is O1CCCC1.CO. The product is [F:1][C:2]1[CH:3]=[CH:4][C:5]([O:6][CH2:7][C:8]2[N:9]=[C:10]3[S:17][C:16]([CH3:18])=[C:15]([CH2:19][CH2:20][CH2:21][OH:22])[N:11]3[C:12](=[O:14])[CH:13]=2)=[CH:26][CH:27]=1. The yield is 0.0170. (5) The reactants are Cl[S:2]([C:5]1[CH:14]=[CH:13][C:12]2[NH:11][C:10](=[O:15])[C:9]3[NH:16][CH:17]=[C:18]([C:19]([OH:21])=[O:20])[C:8]=3[C:7]=2[CH:6]=1)(=[O:4])=[O:3].[Cl:22][C:23]1[CH:24]=[C:25]([CH:27]=[CH:28][CH:29]=1)[NH2:26]. No catalyst specified. The product is [Cl:22][C:23]1[CH:24]=[C:25]([NH:26][S:2]([C:5]2[CH:14]=[CH:13][C:12]3[NH:11][C:10](=[O:15])[C:9]4[NH:16][CH:17]=[CH:18][C:8]=4[C:7]=3[CH:6]=2)(=[O:3])=[O:4])[CH:27]=[CH:28][CH:29]=1.[CH2:18]([C:19]([O-:21])=[O:20])[CH3:17]. The yield is 0.0700. (6) The reactants are [OH:1][C:2]([CH3:40])([CH3:39])[CH2:3][O:4][C@H:5]1[CH2:10][CH2:9][C@H:8]([N:11]2[C:16](=[O:17])[C:15]([CH2:18][C:19]3[CH:24]=[CH:23][C:22]([C:25]4[C:26]([C:31]#[N:32])=[CH:27][CH:28]=[CH:29][CH:30]=4)=[CH:21][CH:20]=3)=[C:14]([CH2:33][CH2:34][CH3:35])[N:13]3[N:36]=[CH:37][CH:38]=[C:12]23)[CH2:7][CH2:6]1.C[Si]([N:45]=[N+:46]=[N-:47])(C)C.C([Sn](=O)CCCC)CCC.C1(C)C=CC=CC=1. The catalyst is O.C(OCC)(=O)C. The product is [OH:1][C:2]([CH3:39])([CH3:40])[CH2:3][O:4][C@H:5]1[CH2:10][CH2:9][C@H:8]([N:11]2[C:16](=[O:17])[C:15]([CH2:18][C:19]3[CH:24]=[CH:23][C:22]([C:25]4[CH:30]=[CH:29][CH:28]=[CH:27][C:26]=4[C:31]4[NH:47][N:46]=[N:45][N:32]=4)=[CH:21][CH:20]=3)=[C:14]([CH2:33][CH2:34][CH3:35])[N:13]3[N:36]=[CH:37][CH:38]=[C:12]23)[CH2:7][CH2:6]1. The yield is 0.450. (7) The reactants are [Cl:1][C:2]1[C:11]([C:12]2([C:15]#[N:16])[CH2:14][CH2:13]2)=[CH:10][CH:9]=[CH:8][C:3]=1[C:4]([O:6]C)=[O:5].[OH-].[Li+].O1CCCC1.CO. The catalyst is O. The product is [Cl:1][C:2]1[C:11]([C:12]2([C:15]#[N:16])[CH2:14][CH2:13]2)=[CH:10][CH:9]=[CH:8][C:3]=1[C:4]([OH:6])=[O:5]. The yield is 0.710. (8) The reactants are [N:1]1[CH:6]=[CH:5][CH:4]=[CH:3][C:2]=1/[CH:7]=[CH:8]/[C:9]([O:11][C:12]([CH3:15])([CH3:14])[CH3:13])=[O:10].C([O-])=O.[NH4+].C(OCC)(=O)C. The catalyst is C(O)C.O. The product is [N:1]1[CH:6]=[CH:5][CH:4]=[CH:3][C:2]=1[CH2:7][CH2:8][C:9]([O:11][C:12]([CH3:15])([CH3:14])[CH3:13])=[O:10]. The yield is 0.940.